This data is from Forward reaction prediction with 1.9M reactions from USPTO patents (1976-2016). The task is: Predict the product of the given reaction. Given the reactants [OH:1][C:2]1[C:7]2[N:8]=[C:9]([CH3:12])[N:10]([CH3:11])[C:6]=2[CH:5]=[C:4]([N:13]([CH3:17])[C:14](=[O:16])[CH3:15])[C:3]=1[CH2:18][CH2:19][C:20](=[O:27])[C:21]1[CH:26]=[CH:25][CH:24]=[CH:23][CH:22]=1.[BH4-].[Na+].[Cl-].[NH4+], predict the reaction product. The product is: [OH:1][C:2]1[C:7]2[N:8]=[C:9]([CH3:12])[N:10]([CH3:11])[C:6]=2[CH:5]=[C:4]([N:13]([CH3:17])[C:14](=[O:16])[CH3:15])[C:3]=1[CH2:18][CH2:19][CH:20]([OH:27])[C:21]1[CH:22]=[CH:23][CH:24]=[CH:25][CH:26]=1.